From a dataset of Experimentally validated miRNA-target interactions with 360,000+ pairs, plus equal number of negative samples. Binary Classification. Given a miRNA mature sequence and a target amino acid sequence, predict their likelihood of interaction. (1) The miRNA is hsa-miR-302e with sequence UAAGUGCUUCCAUGCUU. The protein sequence of the target gene is MHCERFLCILRIIGTTLFGVSLLLGITAAYIVGYQFIQTDNYYFSFGLYGAFLASHLIIQSLFAFLEHRKMKKSLETPIKLNKTVALCIAAYQEDPDYLRKCLQSVKRLTYPGIKVVMVIDGNSEDDLYMMDIFSEVMGRDKSATYIWKNNFHEKGPGETDESHKESSQHVTQLVLSNKSICIMQKWGGKREVMYTAFRALGRSVDYVQVCDSDTMLDPASSVEMVKVLEEDPMVGGVGGDVQILNKYDSWISFLSSVRYWMAFNIERACQSYFGCVQCISGPLGMYRNSLLHEFVEDWY.... Result: 1 (interaction). (2) Result: 0 (no interaction). The protein sequence of the target gene is MSALLQDPMIAGQVSKPLLSVRSEMNAELRGEDKAATSDSELNEPLLAPVESNDSEDTPSKLFGARGNPALSDPGTPDQHQASQTHPPFPVGPQPLLTAQQLASAVAGVMPGGPPALNQPILIPFNMAGQLGGQQGLVLTLPTANLTNIQGLVAAAAAGGIMTLPLQNLQATSSLNSQLQQLQLQLQQQQQQQQQQPPPSTNQHPQPAPQAPSQSQQQPLQPTPPQQPPPASQQPPAPTSQLQQAPQPQQHQPHSHSQNQNQPSPTQQSSSPPQKPSQSPGHGLPSPLTPPNPLQLVNNP.... The miRNA is hsa-miR-525-5p with sequence CUCCAGAGGGAUGCACUUUCU. (3) The miRNA is cel-miR-793 with sequence UGAGGUAUCUUAGUUAGACAGA. The protein sequence of the target gene is MVRFGDELGGRYGGTGGGERARGGGAGGAGGPGQGGLPPGQRVLYKQSIAQRARTMALYNPIPVKQNCFTVNRSLFVFSEDNVVRKYAKRITEWPPFEYMILATIIANCIVLALEQHLPDGDKTPMSERLDDTEPYFIGIFCFEAGIKIIALGFVFHKGSYLRNGWNVMDFVVVLTGILATAGTDFDLRTLRAVRVLRPLKLVSGIPSLQVVLKSIMKAMVPLLQIGLLLFFAILMFAIIGLEFYMGKFHKACFPNSTDTEPVGDFPCGKDPPARQCDGDTECREYWPGPNFGITNFDNI.... Result: 0 (no interaction). (4) The miRNA is hsa-miR-548e-3p with sequence AAAAACUGAGACUACUUUUGCA. The protein sequence of the target gene is MRVALGMLWLLALAWPPQARGFCPSQCSCSLHIMGDGSKARTVVCNDPDMTLPPASIPPDTSRLRLERTAIRRVPGEAFRPLGRLEQLWLPYNALSELNALMLRGLRRLRELRLPGNRLAAFPWAALRDAPKLRLLDLQANRLSAVPAEAARFLENLTFLDLSSNQLMRLPQELIVSWAHLETGIFPPGHHPRRVLGLQDNPWACDCRLYDLVHLLDGWAPNLAFIETELRCASPRSLAGVAFSQLELRKCQGPELHPGVASIRSLLGGTALLRCGATGVPGPEMSWRRANGRPLNGTVH.... Result: 0 (no interaction). (5) The miRNA is hsa-miR-302a-3p with sequence UAAGUGCUUCCAUGUUUUGGUGA. The protein sequence of the target gene is MEDVNSNVNADQEVRKLQELVKKLEKQNEQLRSRSGAVQGAGSLGPGSPVRAGASIPSSGAASPRGFPLGLSAKSGGGPGSGPRRTSSEELRDATSLLAAGEGGLLDEVEPLRPDELERLSGWEEEEESWLYSSPKKKLTPMQKSVSPLVWCRQVLDYPSPDVECAKKSLIHKLDQTMSALKRQNLYNNPFNSMSYTSPYSPNASSPYSSGFNSPSSTPVRPPIVKQLILPGNSGNLKSSDRNPPLSPQSSIDSELSASELDEDSIGSNYKLNDVTDVQILARMQEESLRQEYAATTSRR.... Result: 1 (interaction). (6) The protein sequence of the target gene is MDLTGLLLDEEGTFSLAGFQDFTFLPGHQKLSARIRRRLYYGWDWEADCSLEELSSPVADIAVELLQKAAPSPIRRLQKKYVAHVSREACISPCAMMLALVYIERLRHRNPDYLQHVSSSDLFLISMMVASKYLYDEGEEEEVFNDEWGAAGGVAVPTLNALERGFLSAMDWHLYTDPREIFEVLSWLESCVAEQQGRWRGWYTYTDLCVLLEQPTWQLALGSLCQRLVKLSCLLAVAYVSSVALAVASVAVIHQSLGLSCIPTPGPPDLGLTSRCLLEPCIPSVPQCLPSLANVSSCLE.... Result: 0 (no interaction). The miRNA is hsa-miR-367-5p with sequence ACUGUUGCUAAUAUGCAACUCU. (7) The miRNA is hsa-miR-6768-5p with sequence CACACAGGAAAAGCGGGGCCCUG. The protein sequence of the target gene is MASTIKEALSVVSEDQSLFECAYGTPHLAKTEMTASSSSDYGQTSKMSPRVPQQDWLSQPPARVTIKMECNPSQVNGSRNSPDECSVAKGGKMVGSPDTVGMNYGSYMEEKHMPPPNMTTNERRVIVPADPTLWSTDHVRQWLEWAVKEYGLPDVNILLFQNIDGKELCKMTKDDFQRLTPSYNADILLSHLHYLRETPLPHLTSDDVDKALQNSPRLMHARNTGGAAFIFPNTSVYPEATQRITTRPDLPYEPPRRSAWTGHGHPTPQSKAAQPSPSTVPKTEDQRPQLDPYQILGPTS.... Result: 0 (no interaction). (8) The miRNA is mmu-miR-466a-3p with sequence UAUACAUACACGCACACAUAAGA. The protein sequence of the target gene is MAAANPWDPASSQTAAGLLLNHLVASGIVTKEMLDVSKKMAPCFVNFSRLQQISDIQAEIYQNNLELELLKLEKDTADLIHPSHLIEKCDVLQSMNNHLEAVLKEKHAIRQRLLRPMCQENLPLEAVYHRYVVHMLDLAVTFIEKFETHLETVKNSPHLDANLKQMSKALAKMDILVNKTEELAENILKWRELQTEISLYIPKMLTEERHLHELDIVPPLPFFPKAHTETSRAK. Result: 1 (interaction). (9) The miRNA is hsa-miR-601 with sequence UGGUCUAGGAUUGUUGGAGGAG. The protein sequence of the target gene is MSVLGPVLLQVFWAGCVVTLRSPLPAAFTANGTHLQHLARDPTTGTLYVGATNFLFQLSPGLQLEAVVSTGPVNDSRDCLPPVIPDECPQAQPTNNPNQLLLVSPEALVVCGSVHQGICELRSLGQIRQLLLRPERPGDTQYVAANDPAVSTVGLVAQGLVGEPLLFVGRGYTSRGVGGGIPPITTRALRPPDPQAAFSYEETAKLAVGRLSEYSHHFVSAFVRGASAYFLFLRRDLKAPSRAFRAYVSRVCLQDQHYYSYVELPLACQGGRYGLIQAAAVATSKEVARGDVLFAAFSSV.... Result: 0 (no interaction). (10) The miRNA is mmu-miR-551b-3p with sequence GCGACCCAUACUUGGUUUCAG. The protein sequence of the target gene is MDSAAAAFALDKPALGPGPPPPPPALGPGDCAQARKNFSVSHLLDLEEVAAAGRLAARPGARAEAREGAAREPSGGSSGSEAAPQDGECPSPGRGSAAKRKKKQRRNRTTFNSSQLQALERVFERTHYPDAFVREELARRVNLSEARVQVWFQNRRAKFRRNERAMLASRSASLLKSYSQEAAIEQPVAPRPTALSPDYLSWTASSPYSTVPPYSPGSSGPATPGVNMANSIASLRLKAKEFSLHHSQVPTVN. Result: 0 (no interaction).